This data is from NCI-60 drug combinations with 297,098 pairs across 59 cell lines. The task is: Regression. Given two drug SMILES strings and cell line genomic features, predict the synergy score measuring deviation from expected non-interaction effect. (1) Drug 1: CN(C)N=NC1=C(NC=N1)C(=O)N. Drug 2: CC1C(C(CC(O1)OC2CC(CC3=C2C(=C4C(=C3O)C(=O)C5=CC=CC=C5C4=O)O)(C(=O)C)O)N)O. Cell line: UACC-257. Synergy scores: CSS=51.1, Synergy_ZIP=1.00, Synergy_Bliss=3.06, Synergy_Loewe=-23.0, Synergy_HSA=3.81. (2) Drug 1: CN1CCC(CC1)COC2=C(C=C3C(=C2)N=CN=C3NC4=C(C=C(C=C4)Br)F)OC. Drug 2: C1=NC2=C(N1)C(=S)N=C(N2)N. Cell line: COLO 205. Synergy scores: CSS=25.6, Synergy_ZIP=5.44, Synergy_Bliss=7.00, Synergy_Loewe=-8.23, Synergy_HSA=0.726. (3) Drug 1: CCC1=CC2CC(C3=C(CN(C2)C1)C4=CC=CC=C4N3)(C5=C(C=C6C(=C5)C78CCN9C7C(C=CC9)(C(C(C8N6C)(C(=O)OC)O)OC(=O)C)CC)OC)C(=O)OC.C(C(C(=O)O)O)(C(=O)O)O. Drug 2: C1=NC(=NC(=O)N1C2C(C(C(O2)CO)O)O)N. Cell line: CCRF-CEM. Synergy scores: CSS=50.9, Synergy_ZIP=-3.19, Synergy_Bliss=-2.09, Synergy_Loewe=-18.3, Synergy_HSA=-2.35. (4) Drug 1: C1=CN(C(=O)N=C1N)C2C(C(C(O2)CO)O)O.Cl. Drug 2: C1=CC=C(C=C1)NC(=O)CCCCCCC(=O)NO. Cell line: SNB-19. Synergy scores: CSS=20.1, Synergy_ZIP=-8.93, Synergy_Bliss=-8.71, Synergy_Loewe=-8.21, Synergy_HSA=-4.36. (5) Drug 1: CCCCCOC(=O)NC1=NC(=O)N(C=C1F)C2C(C(C(O2)C)O)O. Drug 2: CC1CCC2CC(C(=CC=CC=CC(CC(C(=O)C(C(C(=CC(C(=O)CC(OC(=O)C3CCCCN3C(=O)C(=O)C1(O2)O)C(C)CC4CCC(C(C4)OC)O)C)C)O)OC)C)C)C)OC. Cell line: M14. Synergy scores: CSS=16.2, Synergy_ZIP=2.88, Synergy_Bliss=0.774, Synergy_Loewe=-69.6, Synergy_HSA=1.14. (6) Drug 1: CC1CCC2CC(C(=CC=CC=CC(CC(C(=O)C(C(C(=CC(C(=O)CC(OC(=O)C3CCCCN3C(=O)C(=O)C1(O2)O)C(C)CC4CCC(C(C4)OC)O)C)C)O)OC)C)C)C)OC. Drug 2: N.N.Cl[Pt+2]Cl. Cell line: HCT-15. Synergy scores: CSS=46.5, Synergy_ZIP=-11.0, Synergy_Bliss=-8.14, Synergy_Loewe=-4.57, Synergy_HSA=-3.21. (7) Drug 1: CCC(=C(C1=CC=CC=C1)C2=CC=C(C=C2)OCCN(C)C)C3=CC=CC=C3.C(C(=O)O)C(CC(=O)O)(C(=O)O)O. Drug 2: CNC(=O)C1=NC=CC(=C1)OC2=CC=C(C=C2)NC(=O)NC3=CC(=C(C=C3)Cl)C(F)(F)F. Cell line: U251. Synergy scores: CSS=-1.88, Synergy_ZIP=3.26, Synergy_Bliss=6.42, Synergy_Loewe=4.49, Synergy_HSA=1.98.